From a dataset of Forward reaction prediction with 1.9M reactions from USPTO patents (1976-2016). Predict the product of the given reaction. (1) The product is: [CH2:9]([NH:11][C@@H:12]1[C:21]2[N:20]=[CH:19][CH:18]=[CH:17][C:16]=2[CH2:15][CH2:14][CH2:13]1)[CH3:6]. Given the reactants COC1C=C[C:6]([C@@H:9]([NH:11][C@@H:12]2[C:21]3[N:20]=[CH:19][CH:18]=[CH:17][C:16]=3[CH2:15][CH2:14][CH2:13]2)C)=CC=1.COC1C=CC([C@@H](N)C)=CC=1.N1C2C(=O)CCCC=2C=CC=1.C(O)(=O)C.C(=O)C.C(O[BH-](OC(=O)C)OC(=O)C)(=O)C.[Na+], predict the reaction product. (2) Given the reactants C[O:2][C:3]1[CH:8]=[CH:7][C:6]([C:9]2[CH:14]=[CH:13][CH:12]=[C:11]([N+:15]([O-:17])=[O:16])[C:10]=2[CH3:18])=[CH:5][N:4]=1.Cl.N1C=CC=CC=1, predict the reaction product. The product is: [CH3:18][C:10]1[C:11]([N+:15]([O-:17])=[O:16])=[CH:12][CH:13]=[CH:14][C:9]=1[C:6]1[CH:7]=[CH:8][C:3](=[O:2])[NH:4][CH:5]=1. (3) Given the reactants [Br:1][C:2]1[N:15]=[C:5]2[C:6]([O:13][CH3:14])=[CH:7][C:8]([C:10]([OH:12])=[O:11])=[CH:9][N:4]2[N:3]=1.[C:16](O)([CH3:19])([CH3:18])[CH3:17].CN(C1C=CC=CN=1)C.Cl.CN(C)CCCN=C=NCC, predict the reaction product. The product is: [Br:1][C:2]1[N:15]=[C:5]2[C:6]([O:13][CH3:14])=[CH:7][C:8]([C:10]([O:12][C:16]([CH3:19])([CH3:18])[CH3:17])=[O:11])=[CH:9][N:4]2[N:3]=1. (4) Given the reactants Br[C:2]1[N:6]2[C:7](=[O:19])[CH:8]=[C:9]([CH2:11][N:12]3[C:16]([Cl:17])=[CH:15][C:14]([Cl:18])=[N:13]3)[N:10]=[C:5]2[S:4][C:3]=1[CH3:20].[K].FB(F)(F)[CH:24]1[CH2:26][CH:25]1[C:27]#[N:28].C(=O)([O-])[O-].[Na+].[Na+], predict the reaction product. The product is: [Cl:18][C:14]1[CH:15]=[C:16]([Cl:17])[N:12]([CH2:11][C:9]2[N:10]=[C:5]3[S:4][C:3]([CH3:20])=[C:2]([CH:24]4[CH2:26][CH:25]4[C:27]#[N:28])[N:6]3[C:7](=[O:19])[CH:8]=2)[N:13]=1.